Task: Predict the product of the given reaction.. Dataset: Forward reaction prediction with 1.9M reactions from USPTO patents (1976-2016) (1) Given the reactants [F:1][C:2]([F:14])([F:13])[C:3]([C:5]1[S:9][C:8]([C:10]([OH:12])=O)=[CH:7][CH:6]=1)=[O:4].F[P-](F)(F)(F)(F)F.N1(O[P+](N(C)C)(N(C)C)N(C)C)C2C=CC=CC=2N=N1.[NH2:42][S:43]([C:46]1[CH:51]=[CH:50][C:49]([NH:52][C:53](=[O:55])[CH3:54])=[CH:48][CH:47]=1)(=[O:45])=[O:44].CCN(P1(N(C)CCCN1C)=NC(C)(C)C)CC, predict the reaction product. The product is: [C:53]([NH:52][C:49]1[CH:48]=[CH:47][C:46]([S:43]([NH:42][C:10]([C:8]2[S:9][C:5]([C:3](=[O:4])[C:2]([F:1])([F:14])[F:13])=[CH:6][CH:7]=2)=[O:12])(=[O:44])=[O:45])=[CH:51][CH:50]=1)(=[O:55])[CH3:54]. (2) The product is: [Cl:1][C:2]1[N:7]=[C:6]([C:8]([CH:10]2[CH2:11][CH2:12]2)([OH:9])[CH3:13])[CH:5]=[CH:4][N:3]=1. Given the reactants [Cl:1][C:2]1[N:7]=[C:6]([C:8]([CH:10]2[CH2:12][CH2:11]2)=[O:9])[CH:5]=[CH:4][N:3]=1.[CH3:13][Mg]Cl, predict the reaction product. (3) Given the reactants [C:1]([C:4]1[CH:13]=[N:12][C:11]2[N:10]([CH2:14][C:15]3[CH:20]=[CH:19][C:18]([O:21][CH3:22])=[CH:17][CH:16]=3)[C:9](=[O:23])[N:8]3[N:24]=[CH:25][N:26]=[C:7]3[C:6]=2[CH:5]=1)(=O)[CH3:2].[CH3:27][C@@H:28]1[O:33][C@H:32]([CH3:34])[CH2:31][NH:30][CH2:29]1.C(O)(=O)C.C([BH3-])#N.[Na+], predict the reaction product. The product is: [CH3:27][C@H:28]1[CH2:29][N:30]([CH:1]([C:4]2[CH:13]=[N:12][C:11]3[N:10]([CH2:14][C:15]4[CH:16]=[CH:17][C:18]([O:21][CH3:22])=[CH:19][CH:20]=4)[C:9](=[O:23])[N:8]4[N:24]=[CH:25][N:26]=[C:7]4[C:6]=3[CH:5]=2)[CH3:2])[CH2:31][C@@H:32]([CH3:34])[O:33]1. (4) The product is: [Br:1][C:2]1[CH:8]=[CH:7][C:5]([N:6]2[C:24](=[O:25])[N:23]([CH3:22])[N:14]=[CH:13]2)=[CH:4][CH:3]=1. Given the reactants [Br:1][C:2]1[CH:8]=[CH:7][C:5]([NH2:6])=[CH:4][CH:3]=1.BrC1C=C[C:13]([NH2:14])=C(F)C=1.[H-].[Na+].IC.[CH3:22][N:23](C)[CH:24]=[O:25], predict the reaction product. (5) Given the reactants [H-].[Na+].[Cl:3][C:4]1[CH:5]=[C:6]([CH:10]([OH:22])[CH2:11][CH2:12][N:13]([CH3:21])[C:14](=[O:20])[O:15][C:16]([CH3:19])([CH3:18])[CH3:17])[CH:7]=[CH:8][CH:9]=1.Br[CH2:24][C:25]#[N:26].[NH4+].[Cl-], predict the reaction product. The product is: [Cl:3][C:4]1[CH:5]=[C:6]([CH:10]([O:22][CH2:24][C:25]#[N:26])[CH2:11][CH2:12][N:13]([CH3:21])[C:14](=[O:20])[O:15][C:16]([CH3:17])([CH3:18])[CH3:19])[CH:7]=[CH:8][CH:9]=1. (6) Given the reactants [BH4-].[Na+].[CH2:3]([O:10][C:11]1[CH:16]=[C:15](/[CH:17]=[C:18](/[N+:20]([O-:22])=[O:21])\[CH3:19])[CH:14]=[CH:13][C:12]=1[O:23][CH3:24])[C:4]1[CH:9]=[CH:8][CH:7]=[CH:6][CH:5]=1.Cl.C(OCC)(=O)C, predict the reaction product. The product is: [CH2:3]([O:10][C:11]1[CH:16]=[C:15]([CH2:17][CH:18]([N+:20]([O-:22])=[O:21])[CH3:19])[CH:14]=[CH:13][C:12]=1[O:23][CH3:24])[C:4]1[CH:5]=[CH:6][CH:7]=[CH:8][CH:9]=1.